From a dataset of Catalyst prediction with 721,799 reactions and 888 catalyst types from USPTO. Predict which catalyst facilitates the given reaction. (1) Product: [OH:60][C@:52]([C@@H:35]1[C@:34]2([CH3:61])[C@H:38]([C@H:39]3[C@H:31]([CH2:32][CH2:33]2)[C@:30]2([CH3:62])[C@H:42]([CH2:43][C@@H:27]([OH:26])[CH2:28][CH2:29]2)[C@@H:41]([OH:44])[CH2:40]3)[CH2:37][CH2:36]1)([CH2:54][CH2:55][CH2:56][CH2:57][CH2:58][CH3:59])[CH3:53]. The catalyst class is: 20. Reactant: CCCC[N+](CCCC)(CCCC)CCCC.[F-].[Si]([O:26][C@@H:27]1[CH2:43][C@H:42]2[C@@:30]([CH3:62])([C@@H:31]3[C@@H:39]([CH2:40][C@@H:41]2[O:44][Si](C(C)(C)C)(C)C)[C@H:38]2[C@@:34]([CH3:61])([C@@H:35]([C@@:52]([OH:60])([CH2:54][CH2:55][CH2:56][CH2:57][CH2:58][CH3:59])[CH3:53])[CH2:36][CH2:37]2)[CH2:33][CH2:32]3)[CH2:29][CH2:28]1)(C(C)(C)C)(C)C. (2) Reactant: [C:1]([NH2:4])(=O)[CH3:2].[Br:5][C:6]1[CH:15]=[CH:14][CH:13]=[C:12]2[C:7]=1C=C[N:10]=[C:11]2Cl.C([O-])([O-])=O.[K+].[K+]. Product: [Br:5][C:6]1[CH:15]=[CH:14][CH:13]=[C:12]2[C:7]=1[CH:2]=[CH:1][N:4]=[C:11]2[NH2:10]. The catalyst class is: 6. (3) Reactant: Cl[C:2]1(C#N)[CH2:7][CH:6]2[CH2:8][CH2:9][C:3]1([O:10][CH3:11])[CH:4]=[CH:5]2.[OH2:14]. The catalyst class is: 8. Product: [CH3:11][O:10][C:3]12[CH2:9][CH2:8][CH:6]([CH:5]=[CH:4]1)[CH2:7][C:2]2=[O:14]. (4) Reactant: Cl.[C:2]([CH2:5][O:6][NH2:7])([OH:4])=[O:3].[C:2]([CH2:5][O:6][NH2:7])([OH:4])=[O:3].[C:14](O[C:14]([O:16][C:17]([CH3:20])([CH3:19])[CH3:18])=[O:15])([O:16][C:17]([CH3:20])([CH3:19])[CH3:18])=[O:15].Cl. Product: [C:14]([NH:7][O:6][CH2:5][C:2]([OH:4])=[O:3])([O:16][C:17]([CH3:20])([CH3:19])[CH3:18])=[O:15]. The catalyst class is: 66. (5) Reactant: [CH3:1][N:2]([CH2:23][C:24]1[CH:29]=[CH:28][CH:27]=[C:26]([C:30](=[O:64])[NH:31][C:32]2[CH:37]=[CH:36][C:35]([N:38]3[CH2:43][CH2:42][CH2:41][CH2:40][CH2:39]3)=[CH:34][C:33]=2[C:44]2[CH:49]=[C:48]([C:50](=[O:63])[NH:51][CH2:52][C:53]3[CH:58]=[CH:57][CH:56]=[C:55]([C:59]([F:62])([F:61])[F:60])[CH:54]=3)[CH:47]=[CH:46][N:45]=2)[N:25]=1)[CH2:3][CH2:4][N:5]1[CH2:10][CH2:9][N:8]([C:11](OC2C=CC([N+]([O-])=O)=CC=2)=[O:12])[CH2:7][CH2:6]1.[CH3:65][O:66][CH2:67][CH2:68][NH2:69].C(N(CC)C(C)C)(C)C. Product: [CH3:65][O:66][CH2:67][CH2:68][NH:69][C:11]([N:8]1[CH2:7][CH2:6][N:5]([CH2:4][CH2:3][N:2]([CH3:1])[CH2:23][C:24]2[CH:29]=[CH:28][CH:27]=[C:26]([C:30](=[O:64])[NH:31][C:32]3[CH:37]=[CH:36][C:35]([N:38]4[CH2:39][CH2:40][CH2:41][CH2:42][CH2:43]4)=[CH:34][C:33]=3[C:44]3[CH:49]=[C:48]([C:50](=[O:63])[NH:51][CH2:52][C:53]4[CH:58]=[CH:57][CH:56]=[C:55]([C:59]([F:60])([F:62])[F:61])[CH:54]=4)[CH:47]=[CH:46][N:45]=3)[N:25]=2)[CH2:10][CH2:9]1)=[O:12]. The catalyst class is: 9.